The task is: Predict which catalyst facilitates the given reaction.. This data is from Catalyst prediction with 721,799 reactions and 888 catalyst types from USPTO. Reactant: [NH2:1][CH:2]([C:16]1[CH:21]=[CH:20][CH:19]=[CH:18][CH:17]=1)[CH:3]1[CH2:8][CH2:7][N:6]([C:9](OC(C)(C)C)=O)[CH2:5][CH2:4]1.[H-].[H-].[H-].[H-].[Li+].[Al+3]. Product: [CH3:9][N:6]1[CH2:7][CH2:8][CH:3]([CH:2]([C:16]2[CH:21]=[CH:20][CH:19]=[CH:18][CH:17]=2)[NH2:1])[CH2:4][CH2:5]1. The catalyst class is: 1.